From a dataset of Forward reaction prediction with 1.9M reactions from USPTO patents (1976-2016). Predict the product of the given reaction. (1) The product is: [OH:27][CH:28]1[CH2:29][CH2:30][N:31]([C:34]2[CH:42]=[CH:41][C:37]([C:38]([NH:1][C:2]3[CH:3]=[C:4]4[C:8](=[CH:9][CH:10]=3)[N:7]([C:11]3[CH:19]=[CH:18][C:14]([C:15](=[O:16])[NH:20][C:21]5[S:22][CH:23]=[C:24]([CH3:26])[N:25]=5)=[CH:13][CH:12]=3)[CH:6]=[CH:5]4)=[O:39])=[CH:36][CH:35]=2)[CH2:32][CH2:33]1. Given the reactants [NH2:1][C:2]1[CH:3]=[C:4]2[C:8](=[CH:9][CH:10]=1)[N:7]([C:11]1[CH:19]=[CH:18][C:14]([C:15](O)=[O:16])=[CH:13][CH:12]=1)[CH:6]=[CH:5]2.[NH2:20][C:21]1[S:22][CH:23]=[C:24]([CH3:26])[N:25]=1.[OH:27][CH:28]1[CH2:33][CH2:32][N:31]([C:34]2[CH:42]=[CH:41][C:37]([C:38](O)=[O:39])=[CH:36][CH:35]=2)[CH2:30][CH2:29]1, predict the reaction product. (2) Given the reactants [C:1]1([C:3](=[CH:5][CH:6]=[CH:7][CH:8]=1)O)[OH:2].C(=O)([O-])[O-].[Cs+].[Cs+].O1C2C=CC=C[C:18]=2[CH2:17][O:16]1.C=O.[ClH:26], predict the reaction product. The product is: [Cl:26][CH2:18][CH:17]1[C:3]2[CH:5]=[CH:6][CH:7]=[CH:8][C:1]=2[O:2][O:16]1. (3) Given the reactants [CH:1]([CH:3]([CH2:9][C:10]1[CH:15]=[CH:14][C:13]([O:16][CH3:17])=[CH:12][CH:11]=1)[CH2:4][C:5]([O:7][CH3:8])=[O:6])=O.[C:18]([O-])([O-])=O.[K+].[K+].CC(C)C(=O)C(P(=O)([O-])[O-])=[N+]=[N-].C([O-])(O)=O.[Na+], predict the reaction product. The product is: [CH3:17][O:16][C:13]1[CH:14]=[CH:15][C:10]([CH2:9][CH:3]([C:1]#[CH:18])[CH2:4][C:5]([O:7][CH3:8])=[O:6])=[CH:11][CH:12]=1. (4) Given the reactants [Br:1][CH2:2][C:3]([C:5]1[CH:10]=[CH:9][CH:8]=[CH:7][CH:6]=1)=[O:4].[S:11]1[CH2:15][CH2:14][CH2:13][CH2:12]1, predict the reaction product. The product is: [Br-:1].[O:4]=[C:3]([C:5]1[CH:10]=[CH:9][CH:8]=[CH:7][CH:6]=1)[CH2:2][S+:11]1[CH2:15][CH2:14][CH2:13][CH2:12]1. (5) Given the reactants [N+:1]([C:4]1[CH:5]=[C:6]([C:10]2([C:13]#[N:14])[CH2:12][CH2:11]2)[CH:7]=[CH:8][CH:9]=1)([O-])=O, predict the reaction product. The product is: [NH2:1][C:4]1[CH:5]=[C:6]([C:10]2([C:13]#[N:14])[CH2:11][CH2:12]2)[CH:7]=[CH:8][CH:9]=1.